The task is: Predict the reaction yield, written as a fraction of the theoretical maximum amount of product (1.0 means a 100% yield; for example, 0.34 means a 34% yield).. This data is from Reaction yield outcomes from USPTO patents with 853,638 reactions. (1) The reactants are [Cl:1][C:2]1[CH:3]=[C:4]([CH3:26])[C:5]([CH2:8][N:9]([CH2:16][C:17]2[C:22]([CH:23]([CH3:25])[CH3:24])=[CH:21][CH:20]=[CH:19][N:18]=2)[CH:10]2[CH2:15][CH2:14][NH:13][CH2:12][CH2:11]2)=[N:6][CH:7]=1.[O:27]([C:34]([NH:36][OH:37])=O)C1C=CC=CC=1. The catalyst is C1COCC1. The product is [OH:37][NH:36][C:34]([N:13]1[CH2:12][CH2:11][CH:10]([N:9]([CH2:8][C:5]2[C:4]([CH3:26])=[CH:3][C:2]([Cl:1])=[CH:7][N:6]=2)[CH2:16][C:17]2[C:22]([CH:23]([CH3:24])[CH3:25])=[CH:21][CH:20]=[CH:19][N:18]=2)[CH2:15][CH2:14]1)=[O:27]. The yield is 0.640. (2) The reactants are C(OC([N:8]1[CH2:12][CH2:11][CH2:10][CH:9]1[C:13]1[NH:14][C:15]([C:18]2[CH:27]=[CH:26][C:25]3[C:20](=[CH:21][CH:22]=[C:23]([C:28]4[CH:33]=[CH:32][C:31]([C:34]5[NH:35][C:36]([CH:39]6[CH2:43][CH2:42][CH2:41][N:40]6[C:44](=[O:57])[CH:45]([NH:52][C:53]([O:55][CH3:56])=[O:54])[C:46]6[CH:51]=[CH:50][CH:49]=[CH:48][CH:47]=6)=[N:37][CH:38]=5)=[CH:30][CH:29]=4)[CH:24]=3)[CH:19]=2)=[CH:16][N:17]=1)=O)(C)(C)C.Cl.[CH3:59][O:60][C:61]([NH:63][CH:64]([CH:68]1[CH2:73][CH2:72][O:71][CH2:70][CH2:69]1)[C:65]([OH:67])=O)=[O:62].CN(C(ON1N=NC2C=CC=NC1=2)=[N+](C)C)C.F[P-](F)(F)(F)(F)F.CCN(C(C)C)C(C)C. The catalyst is C(Cl)Cl.CO.C1COCC1.[Li+].[OH-]. The product is [CH3:56][O:55][C:53](=[O:54])[NH:52][CH:45]([C:46]1[CH:47]=[CH:48][CH:49]=[CH:50][CH:51]=1)[C:44]([N:40]1[CH2:41][CH2:42][CH2:43][CH:39]1[C:36]1[NH:35][C:34]([C:31]2[CH:32]=[CH:33][C:28]([C:23]3[CH:22]=[CH:21][C:20]4[C:25](=[CH:26][CH:27]=[C:18]([C:15]5[NH:14][C:13]([CH:9]6[CH2:10][CH2:11][CH2:12][N:8]6[C:65](=[O:67])[CH:64]([NH:63][C:61]([O:60][CH3:59])=[O:62])[CH:68]6[CH2:73][CH2:72][O:71][CH2:70][CH2:69]6)=[N:17][CH:16]=5)[CH:19]=4)[CH:24]=3)=[CH:29][CH:30]=2)=[CH:38][N:37]=1)=[O:57]. The yield is 0.370. (3) The reactants are Cl.[CH3:2][NH:3][O:4][CH3:5].[CH2:6]([O:13][C:14]([NH:16][C@H:17]1[CH2:22][CH2:21][C@H:20]([C:23]([OH:25])=O)[CH2:19][CH2:18]1)=[O:15])[C:7]1[CH:12]=[CH:11][CH:10]=[CH:9][CH:8]=1.F[P-](F)(F)(F)(F)F.N1(OC(N(C)C)=[N+](C)C)C2N=CC=CC=2N=N1.C(=O)([O-])O.[Na+]. The catalyst is CN(C)C=O.C(OCC)(=O)C. The product is [CH2:6]([O:13][C:14](=[O:15])[NH:16][C@H:17]1[CH2:18][CH2:19][C@H:20]([C:23](=[O:25])[N:3]([O:4][CH3:5])[CH3:2])[CH2:21][CH2:22]1)[C:7]1[CH:8]=[CH:9][CH:10]=[CH:11][CH:12]=1. The yield is 0.300.